Predict the product of the given reaction. From a dataset of Forward reaction prediction with 1.9M reactions from USPTO patents (1976-2016). (1) Given the reactants Cl[C:2]1[N:7]=[C:6]([NH:8][C:9]2[CH:14]=[CH:13][CH:12]=[CH:11][C:10]=2[C:15]2[N:16]([CH3:20])[CH:17]=[CH:18][N:19]=2)[C:5]([Cl:21])=[CH:4][N:3]=1.[NH2:22][C:23]1[CH:36]=[CH:35][C:26]2[NH:27][C:28](=[O:34])[CH2:29][CH2:30][C:31]([CH3:33])([CH3:32])[C:25]=2[CH:24]=1.Cl, predict the reaction product. The product is: [Cl:21][C:5]1[C:6]([NH:8][C:9]2[CH:14]=[CH:13][CH:12]=[CH:11][C:10]=2[C:15]2[N:16]([CH3:20])[CH:17]=[CH:18][N:19]=2)=[N:7][C:2]([NH:22][C:23]2[CH:36]=[CH:35][C:26]3[NH:27][C:28](=[O:34])[CH2:29][CH2:30][C:31]([CH3:33])([CH3:32])[C:25]=3[CH:24]=2)=[N:3][CH:4]=1. (2) Given the reactants [Cl:1][C:2]1[CH:3]=[C:4]([NH:9][C:10]2[C:19]3[C:14](=[CH:15][C:16]([O:23][CH2:24][CH:25]4[CH2:30][CH2:29][O:28][CH2:27][CH2:26]4)=[C:17]([N+:20]([O-])=O)[CH:18]=3)[N:13]=[CH:12][N:11]=2)[CH:5]=[CH:6][C:7]=1[F:8].[H][H], predict the reaction product. The product is: [NH2:20][C:17]1[CH:18]=[C:19]2[C:14](=[CH:15][C:16]=1[O:23][CH2:24][CH:25]1[CH2:30][CH2:29][O:28][CH2:27][CH2:26]1)[N:13]=[CH:12][N:11]=[C:10]2[NH:9][C:4]1[CH:5]=[CH:6][C:7]([F:8])=[C:2]([Cl:1])[CH:3]=1. (3) Given the reactants [F:1]/[C:2](/[C:14]1[CH:18]=[C:17]([CH3:19])[NH:16][N:15]=1)=[CH:3]\[C:4]1[CH:9]=[CH:8][C:7]([C:10]([F:13])([F:12])[F:11])=[CH:6][CH:5]=1.CS(O[CH2:25][C:26]1[CH:27]=[N:28][C:29]([Cl:32])=[CH:30][CH:31]=1)(=O)=O, predict the reaction product. The product is: [Cl:32][C:29]1[CH:30]=[CH:31][C:26]([CH2:25][N:16]2[C:17]([CH3:19])=[CH:18][C:14](/[C:2](/[F:1])=[CH:3]/[C:4]3[CH:5]=[CH:6][C:7]([C:10]([F:13])([F:12])[F:11])=[CH:8][CH:9]=3)=[N:15]2)=[CH:27][N:28]=1. (4) Given the reactants CCN(C(C)C)C(C)C.[C:10]1([NH:16][C:17]2[CH:25]=[CH:24][C:20]([C:21]([OH:23])=O)=[CH:19][CH:18]=2)[CH:15]=[CH:14][CH:13]=[CH:12][CH:11]=1.CCN=C=NCCCN(C)C.C1C=CC2N(O)N=NC=2C=1.[NH2:47][CH2:48][C:49]([N:51]1[CH2:56][CH2:55][N:54]([C:57](=[O:66])[C:58]2[CH:63]=[CH:62][C:61]([Cl:64])=[CH:60][C:59]=2[Cl:65])[CH2:53][CH2:52]1)=[O:50].C(O)(C(F)(F)F)=O, predict the reaction product. The product is: [Cl:65][C:59]1[CH:60]=[C:61]([Cl:64])[CH:62]=[CH:63][C:58]=1[C:57]([N:54]1[CH2:53][CH2:52][N:51]([C:49](=[O:50])[CH2:48][NH:47][C:21](=[O:23])[C:20]2[CH:19]=[CH:18][C:17]([NH:16][C:10]3[CH:11]=[CH:12][CH:13]=[CH:14][CH:15]=3)=[CH:25][CH:24]=2)[CH2:56][CH2:55]1)=[O:66]. (5) Given the reactants [CH3:1][NH:2][C@@H:3]1[CH2:7][CH2:6][N:5]([C:8]([O:10][C:11]([CH3:14])([CH3:13])[CH3:12])=[O:9])[CH2:4]1.[CH:15]1([S:18](Cl)(=[O:20])=[O:19])[CH2:17][CH2:16]1.CCN(C(C)C)C(C)C.O, predict the reaction product. The product is: [CH3:1][N:2]([C@@H:3]1[CH2:7][CH2:6][N:5]([C:8]([O:10][C:11]([CH3:14])([CH3:13])[CH3:12])=[O:9])[CH2:4]1)[S:18]([CH:15]1[CH2:17][CH2:16]1)(=[O:20])=[O:19]. (6) Given the reactants Br[C:2]1[C:10]2[C:5](=[CH:6][CH:7]=[C:8]([NH:11][C:12]3[N:21]=[CH:20][C:19]([CH:22]4[CH2:24][CH2:23]4)=[CH:18][C:13]=3[C:14]([O:16][CH3:17])=[O:15])[CH:9]=2)[N:4]([CH3:25])[CH:3]=1.[F:26][C:27]1[CH:32]=[CH:31][CH:30]=[CH:29][C:28]=1B(O)O.C(=O)([O-])[O-].[K+].[K+].C1(C)C=CC=CC=1, predict the reaction product. The product is: [CH:22]1([C:19]2[CH:20]=[N:21][C:12]([NH:11][C:8]3[CH:9]=[C:10]4[C:5](=[CH:6][CH:7]=3)[N:4]([CH3:25])[CH:3]=[C:2]4[C:28]3[CH:29]=[CH:30][CH:31]=[CH:32][C:27]=3[F:26])=[C:13]([CH:18]=2)[C:14]([O:16][CH3:17])=[O:15])[CH2:24][CH2:23]1. (7) Given the reactants [F:1][C:2]1([F:17])[CH:10](O)[C:9]2[NH:8][C:7]([C:12]([O:14][CH2:15][CH3:16])=[O:13])=[CH:6][C:5]=2[CH2:4][CH2:3]1.C(O)(C(F)(F)F)=O.C([SiH](CC)CC)C.C(=O)(O)[O-].[Na+], predict the reaction product. The product is: [F:17][C:2]1([F:1])[CH2:10][C:9]2[NH:8][C:7]([C:12]([O:14][CH2:15][CH3:16])=[O:13])=[CH:6][C:5]=2[CH2:4][CH2:3]1. (8) Given the reactants Br[C:2]1[CH:11]=[CH:10][CH:9]=[C:8]2[C:3]=1[CH:4]=[C:5]([C:13]1[CH:18]=[CH:17][C:16]([O:19][CH2:20][CH2:21][N:22]([CH3:24])[CH3:23])=[CH:15][CH:14]=1)[NH:6][C:7]2=[O:12].C(N(CC)CC)C.[CH2:32]([OH:36])[CH2:33][C:34]#[CH:35], predict the reaction product. The product is: [CH3:23][N:22]([CH3:24])[CH2:21][CH2:20][O:19][C:16]1[CH:17]=[CH:18][C:13]([C:5]2[NH:6][C:7](=[O:12])[C:8]3[C:3]([CH:4]=2)=[C:2]([C:35]#[C:34][CH2:33][CH2:32][OH:36])[CH:11]=[CH:10][CH:9]=3)=[CH:14][CH:15]=1.